This data is from Catalyst prediction with 721,799 reactions and 888 catalyst types from USPTO. The task is: Predict which catalyst facilitates the given reaction. (1) Reactant: [CH2:1]([O:5][C:6]1[C:7]2[C:14](/[CH:15]=[CH:16]/[C:17](N)=[O:18])=[CH:13][NH:12][C:8]=2[N:9]=[CH:10][N:11]=1)[CH:2]([CH3:4])[CH3:3].[C:20](N)(=O)[CH:21]=C.C=CC(=O)CC. Product: [CH2:1]([O:5][C:6]1[C:7]2[C:14](/[CH:15]=[CH:16]/[C:17](=[O:18])[CH2:20][CH3:21])=[CH:13][NH:12][C:8]=2[N:9]=[CH:10][N:11]=1)[CH:2]([CH3:4])[CH3:3]. The catalyst class is: 13. (2) Reactant: N[CH:2]1[CH:9]2[N:5]([CH2:6][CH:7]([O:17][C@@H:18]([C:20]3[CH:25]=[C:24]([C:26]([F:29])([F:28])[F:27])[CH:23]=[C:22]([C:30]([F:33])([F:32])[F:31])[CH:21]=3)[CH3:19])[CH:8]2[C:10]2[CH:15]=[CH:14][CH:13]=[CH:12][C:11]=2[CH3:16])[C:4](=[O:34])[CH2:3]1.BrC[CH2:37][CH2:38][O:39][CH2:40][CH2:41]Br.C([O-])([O-])=O.[Na+].[Na+].CC#[N:51]. Product: [F:31][C:30]([F:33])([F:32])[C:22]1[CH:21]=[C:20]([C@H:18]([O:17][C@@H:7]2[C@@H:8]([C:10]3[CH:15]=[CH:14][CH:13]=[CH:12][C:11]=3[CH3:16])[C@H:9]3[N:5]([C:4](=[O:34])[CH:3]([N:51]4[CH2:41][CH2:40][O:39][CH2:38][CH2:37]4)[CH2:2]3)[CH2:6]2)[CH3:19])[CH:25]=[C:24]([C:26]([F:27])([F:28])[F:29])[CH:23]=1. The catalyst class is: 2. (3) Reactant: Cl[C:2]1[N:6]([CH:7]2[CH2:12][CH2:11][N:10]([C:13]3([C:20]4[CH:25]=[CH:24][CH:23]=[CH:22][CH:21]=4)[CH2:19][CH2:18][CH2:17][CH2:16][CH2:15][CH2:14]3)[CH2:9][CH2:8]2)[C:5]2[CH:26]=[CH:27][CH:28]=[CH:29][C:4]=2[N:3]=1.[C:30]([O:34][C:35]([N:37]1[CH:42]2[CH2:43][CH2:44][CH:38]1[CH2:39][NH:40][CH2:41]2)=[O:36])([CH3:33])([CH3:32])[CH3:31]. Product: [C:20]1([C:13]2([N:10]3[CH2:11][CH2:12][CH:7]([N:6]4[C:5]5[CH:26]=[CH:27][CH:28]=[CH:29][C:4]=5[N:3]=[C:2]4[N:40]4[CH2:41][CH:42]5[N:37]([C:35]([O:34][C:30]([CH3:33])([CH3:32])[CH3:31])=[O:36])[CH:38]([CH2:44][CH2:43]5)[CH2:39]4)[CH2:8][CH2:9]3)[CH2:19][CH2:18][CH2:17][CH2:16][CH2:15][CH2:14]2)[CH:25]=[CH:24][CH:23]=[CH:22][CH:21]=1. The catalyst class is: 5. (4) Reactant: C[O:2][C:3]([C:5]1[CH2:9][CH:8]([C:10]2[CH:15]=[CH:14][C:13]([Br:16])=[C:12]([F:17])[CH:11]=2)[N:7]([C:18]2[CH:23]=[CH:22][CH:21]=[CH:20][C:19]=2[Cl:24])[N:6]=1)=[O:4].[OH-].[K+].CO. Product: [Br:16][C:13]1[CH:14]=[CH:15][C:10]([CH:8]2[N:7]([C:18]3[CH:23]=[CH:22][CH:21]=[CH:20][C:19]=3[Cl:24])[N:6]=[C:5]([C:3]([OH:4])=[O:2])[CH2:9]2)=[CH:11][C:12]=1[F:17]. The catalyst class is: 6. (5) Reactant: Cl.Cl.Cl.[NH2:4][C@H:5]1[CH2:10][CH2:9][C@H:8]([CH2:11][CH2:12][N:13]2[CH2:18][CH2:17][N:16]([C:19]3[C:24]([Cl:25])=[C:23]([Cl:26])[N:22]=[C:21]([NH:27][CH3:28])[N:20]=3)[CH2:15][CH2:14]2)[CH2:7][CH2:6]1.C(N(CC)CC)C.[CH2:36]([N:38]=[C:39]=[O:40])[CH3:37]. Product: [Cl:25][C:24]1[C:19]([N:16]2[CH2:15][CH2:14][N:13]([CH2:12][CH2:11][C@H:8]3[CH2:9][CH2:10][C@H:5]([NH:4][C:39]([NH:38][CH2:36][CH3:37])=[O:40])[CH2:6][CH2:7]3)[CH2:18][CH2:17]2)=[N:20][C:21]([NH:27][CH3:28])=[N:22][C:23]=1[Cl:26]. The catalyst class is: 4. (6) Reactant: [N+:1]([C:4]1[CH:11]=[CH:10][C:7]([CH:8]=O)=[CH:6][CH:5]=1)([O-:3])=[O:2].[C:12]([CH:17]=C1CCP(C2C=CC=CC=2)C1(C1C=CC=CC=1)C1C=CC=CC=1)([O:14][CH2:15][CH3:16])=[O:13]. The catalyst class is: 2. Product: [N+:1]([C:4]1[CH:11]=[CH:10][C:7]([CH:8]=[CH:17][C:12]([O:14][CH2:15][CH3:16])=[O:13])=[CH:6][CH:5]=1)([O-:3])=[O:2]. (7) Reactant: [NH2:1][CH:2]([PH:4](=[O:6])[OH:5])[CH3:3].[OH-].[Na+].[C:9]([O:13][C:14](O[C:14]([O:13][C:9]([CH3:12])([CH3:11])[CH3:10])=[O:15])=[O:15])([CH3:12])([CH3:11])[CH3:10]. Product: [C:9]([O:13][C:14]([NH:1][CH:2]([PH:4](=[O:5])[OH:6])[CH3:3])=[O:15])([CH3:12])([CH3:11])[CH3:10]. The catalyst class is: 38. (8) Reactant: Br[C:2]1[C:3]([CH:9]2[CH2:14][CH2:13][CH2:12][CH2:11][CH2:10]2)=[C:4]([CH3:8])[CH:5]=[CH:6][CH:7]=1.Cl.Cl.[NH:17]1[CH2:22][CH2:21][CH:20]([CH2:23][CH2:24][CH2:25][CH2:26][NH:27][C:28](=[O:37])[CH:29]=[CH:30][C:31]2[CH:32]=[N:33][CH:34]=[CH:35][CH:36]=2)[CH2:19][CH2:18]1.C(=O)([O-])[O-].[K+].[K+].[I-].[Na+]. Product: [CH:9]1([CH:3]([C:2]2[CH:7]=[CH:6][CH:5]=[CH:4][CH:8]=2)[N:17]2[CH2:22][CH2:21][CH:20]([CH2:23][CH2:24][CH2:25][CH2:26][NH:27][C:28](=[O:37])[CH:29]=[CH:30][C:31]3[CH:32]=[N:33][CH:34]=[CH:35][CH:36]=3)[CH2:19][CH2:18]2)[CH2:10][CH2:11][CH2:12][CH2:13][CH2:14]1. The catalyst class is: 3. (9) Reactant: [NH2:1][C:2]1[CH:7]=[CH:6][CH:5]=[CH:4][C:3]=1[NH:8][CH2:9][C@H:10]([NH:14][C:15]([O:17][C:18]([CH3:21])([CH3:20])[CH3:19])=[O:16])[C:11](O)=[O:12].CCN=C=NCCCN(C)C.Cl.C1C=CC2N(O)N=NC=2C=1.CCN(C(C)C)C(C)C. Product: [C:18]([O:17][C:15](=[O:16])[NH:14][C@@H:10]1[C:11](=[O:12])[NH:1][C:2]2[CH:7]=[CH:6][CH:5]=[CH:4][C:3]=2[NH:8][CH2:9]1)([CH3:21])([CH3:20])[CH3:19]. The catalyst class is: 39. (10) Reactant: [N:1]1[C:6]2[NH:7][C:8]3[C:13]([C:5]=2[C:4]([C:14]2[CH:15]=[C:16]([NH:20][CH2:21][CH2:22][NH:23][C:24](=[O:30])[O:25][C:26]([CH3:29])([CH3:28])[CH3:27])[CH:17]=[CH:18][CH:19]=2)=[CH:3][CH:2]=1)=[CH:12][CH:11]=[CH:10][CH:9]=3.Br[C:32]1C2C3C(=CC=CC=3)NC=2N=CC=1.C(=O)([O-])[O-].[Na+].[Na+]. The catalyst class is: 203. Product: [N:1]1[C:6]2[NH:7][C:8]3[C:13]([C:5]=2[C:4]([C:14]2[CH:15]=[C:16]([NH:20][CH:21]([CH3:32])[CH2:22][NH:23][C:24](=[O:30])[O:25][C:26]([CH3:27])([CH3:29])[CH3:28])[CH:17]=[CH:18][CH:19]=2)=[CH:3][CH:2]=1)=[CH:12][CH:11]=[CH:10][CH:9]=3.